Dataset: Reaction yield outcomes from USPTO patents with 853,638 reactions. Task: Predict the reaction yield, written as a fraction of the theoretical maximum amount of product (1.0 means a 100% yield; for example, 0.34 means a 34% yield). (1) The reactants are [Cl:1][C:2]1[N:7]=[C:6]([S:8][CH3:9])[N:5]=[C:4]([NH:10][C@@:11]2([CH3:23])[CH2:15][CH2:14][N:13]([C:16]([O:18][C:19]([CH3:22])([CH3:21])[CH3:20])=[O:17])[CH2:12]2)[C:3]=1[CH2:24][CH2:25]OS(C)(=O)=O.C1CCN2C(=NCCC2)CC1. The catalyst is CN(C=O)C.CCOC(C)=O. The product is [Cl:1][C:2]1[C:3]2[CH2:24][CH2:25][N:10]([C@@:11]3([CH3:23])[CH2:15][CH2:14][N:13]([C:16]([O:18][C:19]([CH3:21])([CH3:20])[CH3:22])=[O:17])[CH2:12]3)[C:4]=2[N:5]=[C:6]([S:8][CH3:9])[N:7]=1. The yield is 0.950. (2) The reactants are [F:1][C:2]1([F:39])[C:7]([C:12]2[CH:17]=[CH:16][C:15]([O:18][CH2:19][CH2:20][CH2:21][C:22]([F:25])([F:24])[F:23])=[CH:14][CH:13]=2)([C:8]([F:11])([F:10])[F:9])[NH:6][C:5](=[O:26])[C:4]([C:27]([O:29]CC)=[O:28])=[C:3]1[C:32]1[CH:37]=[CH:36][C:35]([CH3:38])=[CH:34][CH:33]=1.[Li+].[OH-]. The yield is 0.780. The catalyst is CO. The product is [F:39][C:2]1([F:1])[C:7]([C:12]2[CH:17]=[CH:16][C:15]([O:18][CH2:19][CH2:20][CH2:21][C:22]([F:24])([F:25])[F:23])=[CH:14][CH:13]=2)([C:8]([F:9])([F:10])[F:11])[NH:6][C:5](=[O:26])[C:4]([C:27]([OH:29])=[O:28])=[C:3]1[C:32]1[CH:33]=[CH:34][C:35]([CH3:38])=[CH:36][CH:37]=1. (3) The reactants are [CH3:1][N:2]1[C:6]2[C:7](=[O:14])[CH2:8][CH2:9][NH:10][S:11](=[O:13])(=[O:12])[C:5]=2[CH:4]=[CH:3]1.Br[CH2:16][CH2:17][CH2:18][Cl:19].C(=O)([O-])[O-].[K+].[K+]. The catalyst is CC(C)=O. The product is [Cl:19][CH2:18][CH2:17][CH2:16][N:10]1[CH2:9][CH2:8][C:7](=[O:14])[C:6]2[N:2]([CH3:1])[CH:3]=[CH:4][C:5]=2[S:11]1(=[O:13])=[O:12]. The yield is 0.950. (4) The reactants are [NH2:1][C:2]1[CH:3]=[C:4]([OH:12])[C:5](=[CH:10][CH:11]=1)[C:6]([O:8][CH3:9])=[O:7].[S:13]1[C:17]2[CH:18]=[CH:19][CH:20]=[CH:21][C:16]=2[C:15]([S:22](Cl)(=[O:24])=[O:23])=[CH:14]1.N1C=CC=CC=1. The catalyst is C(Cl)Cl. The product is [S:13]1[C:17]2[CH:18]=[CH:19][CH:20]=[CH:21][C:16]=2[C:15]([S:22]([NH:1][C:2]2[CH:11]=[CH:10][C:5]([C:6]([O:8][CH3:9])=[O:7])=[C:4]([OH:12])[CH:3]=2)(=[O:23])=[O:24])=[CH:14]1. The yield is 0.530. (5) The catalyst is C(Cl)Cl.O.Cl. The reactants are C(N(CC)CC)C.[Br:8][C:9]1[CH:17]=[CH:16][C:12]([C:13](Cl)=[O:14])=[CH:11][CH:10]=1.[CH2:18]([NH:26][CH2:27][C:28]1[CH:37]=[CH:36][C:31]([C:32]([O:34][CH3:35])=[O:33])=[CH:30][CH:29]=1)[CH2:19][C:20]1[CH:25]=[CH:24][CH:23]=[CH:22][CH:21]=1. The product is [Br:8][C:9]1[CH:17]=[CH:16][C:12]([C:13]([N:26]([CH2:27][C:28]2[CH:29]=[CH:30][C:31]([C:32]([O:34][CH3:35])=[O:33])=[CH:36][CH:37]=2)[CH2:18][CH2:19][C:20]2[CH:21]=[CH:22][CH:23]=[CH:24][CH:25]=2)=[O:14])=[CH:11][CH:10]=1. The yield is 0.830. (6) The product is [C:14]12([C:24]3[CH:25]=[C:26]([C:2]4[CH:3]=[C:4]5[C:9](=[CH:10][CH:11]=4)[CH:8]=[C:7]([CH:12]=[O:13])[CH:6]=[CH:5]5)[CH:27]=[CH:28][C:29]=3[O:30][CH3:31])[CH2:15][CH:16]3[CH2:17][CH:18]([CH2:19][CH:20]([CH2:22]3)[CH2:21]1)[CH2:23]2. The reactants are Br[C:2]1[CH:3]=[C:4]2[C:9](=[CH:10][CH:11]=1)[CH:8]=[C:7]([CH:12]=[O:13])[CH:6]=[CH:5]2.[C:14]12([C:24]3[CH:25]=[C:26](B(O)O)[CH:27]=[CH:28][C:29]=3[O:30][CH3:31])[CH2:23][CH:18]3[CH2:19][CH:20]([CH2:22][CH:16]([CH2:17]3)[CH2:15]1)[CH2:21]2.C(=O)([O-])[O-].[K+].[K+]. The yield is 0.820. The catalyst is C1(C)C=CC=CC=1.O.C(OCC)(=O)C. (7) The reactants are [F:1][C:2]([F:17])([F:16])[C:3]1[CH:4]=[C:5]([CH:9]=[C:10]([C:12]([F:15])([F:14])[F:13])[CH:11]=1)[C:6]([OH:8])=O.C(Cl)(=O)C(Cl)=O.O1CCCC1.[NH2:29][C:30]1[CH:31]=[C:32]([CH:49]=[CH:50][CH:51]=1)[O:33][C:34]1[CH:35]=[CH:36][C:37]2[N:38]([CH:40]=[C:41]([NH:43][C:44]([CH:46]3[CH2:48][CH2:47]3)=[O:45])[N:42]=2)[N:39]=1. The catalyst is CN(C)C=O.CN1CCCC1=O. The product is [CH:46]1([C:44]([NH:43][C:41]2[N:42]=[C:37]3[CH:36]=[CH:35][C:34]([O:33][C:32]4[CH:31]=[C:30]([NH:29][C:6](=[O:8])[C:5]5[CH:9]=[C:10]([C:12]([F:15])([F:14])[F:13])[CH:11]=[C:3]([C:2]([F:1])([F:17])[F:16])[CH:4]=5)[CH:51]=[CH:50][CH:49]=4)=[N:39][N:38]3[CH:40]=2)=[O:45])[CH2:47][CH2:48]1. The yield is 0.310. (8) The reactants are [O:1]1[CH2:6][CH2:5][CH:4]([C:7]([C:9]2[S:13][C:12]([NH2:14])=[N:11][C:10]=2[C:15]2[O:16][CH:17]=[CH:18][CH:19]=2)=[O:8])[CH2:3][CH2:2]1.[F:20][C:21]1[CH:29]=[CH:28][C:24]([C:25](O)=[O:26])=[CH:23][CH:22]=1.CCN=C=NCCCN(C)C.Cl.O.ON1C2C=CC=CC=2N=N1.C(=O)([O-])O.[Na+]. The product is [F:20][C:21]1[CH:29]=[CH:28][C:24]([C:25]([NH:14][C:12]2[S:13][C:9]([C:7]([CH:4]3[CH2:5][CH2:6][O:1][CH2:2][CH2:3]3)=[O:8])=[C:10]([C:15]3[O:16][CH:17]=[CH:18][CH:19]=3)[N:11]=2)=[O:26])=[CH:23][CH:22]=1. The catalyst is CN(C=O)C.O. The yield is 0.230. (9) The catalyst is ClCCl. The product is [CH:16]1([C:9]2[C:10]3[C:15](=[CH:14][CH:13]=[CH:12][CH:11]=3)[C:6]([N:5]=[C:1]=[S:2])=[CH:7][CH:8]=2)[CH2:18][CH2:17]1. The yield is 0.860. The reactants are [C:1](Cl)(Cl)=[S:2].[NH2:5][C:6]1[C:15]2[C:10](=[CH:11][CH:12]=[CH:13][CH:14]=2)[C:9]([CH:16]2[CH2:18][CH2:17]2)=[CH:8][CH:7]=1.C(N(C(C)C)CC)(C)C.Cl.